Dataset: Full USPTO retrosynthesis dataset with 1.9M reactions from patents (1976-2016). Task: Predict the reactants needed to synthesize the given product. (1) Given the product [N+:1]([C:4]1[CH:5]=[N:6][CH:7]=[CH:8][C:9]=1[CH2:11][C:12]([O:14][CH3:15])=[O:13])([O-:3])=[O:2], predict the reactants needed to synthesize it. The reactants are: [N+:1]([C:4]1[CH:5]=[N:6][CH:7]=[CH:8][CH:9]=1)([O-:3])=[O:2].Cl[CH2:11][C:12]([O:14][CH3:15])=[O:13].CC([O-])(C)C.[K+]. (2) Given the product [C:1]([O:5][C:6]([N:8]1[C:12]2[CH:13]=[CH:14][C:15]([CH:24]=[CH2:25])=[C:16]([CH2:17][CH2:18][CH2:19][NH2:20])[C:11]=2[O:10][CH:9]1[CH2:22][CH3:23])=[O:7])([CH3:4])([CH3:3])[CH3:2], predict the reactants needed to synthesize it. The reactants are: [C:1]([O:5][C:6]([N:8]1[C:12]2[CH:13]=[CH:14][C:15](Br)=[C:16]([CH2:17][CH2:18][CH2:19][NH2:20])[C:11]=2[O:10][CH:9]1[CH2:22][CH3:23])=[O:7])([CH3:4])([CH3:3])[CH3:2].[CH:24]([Sn](CCCC)(CCCC)CCCC)=[CH2:25]. (3) Given the product [CH:7]1([C:12]2[C:17]([C:18]([O:20][CH3:21])=[O:19])=[CH:16][N:15]=[C:14]([S:3]([CH3:24])(=[O:5])=[O:2])[N:13]=2)[CH2:8][CH2:9][CH2:10][CH2:11]1, predict the reactants needed to synthesize it. The reactants are: O[O:2][S:3]([O-:5])=O.[K+].[CH:7]1([C:12]2[C:17]([C:18]([O:20][CH3:21])=[O:19])=[CH:16][N:15]=[C:14](SC)[N:13]=2)[CH2:11][CH2:10][CH2:9][CH2:8]1.[C:24](#N)C. (4) The reactants are: COP([CH2:7][C:8]([O:10][CH3:11])=[O:9])(OC)=O.[H-].[Na+].[CH:14]([C:16]1[CH:17]=[C:18]([CH:21]=[CH:22][CH:23]=1)[C:19]#[N:20])=O. Given the product [C:19]([C:18]1[CH:17]=[C:16](/[CH:14]=[CH:7]/[C:8]([O:10][CH3:11])=[O:9])[CH:23]=[CH:22][CH:21]=1)#[N:20], predict the reactants needed to synthesize it. (5) The reactants are: [F:1][C:2]([F:26])([F:25])[C:3]1[CH:4]=[C:5]([S:9]([CH:12]2[CH2:17][CH2:16][N:15]([C:18]([O:20][C:21]([CH3:24])([CH3:23])[CH3:22])=[O:19])[CH2:14][CH2:13]2)(=[O:11])=[O:10])[CH:6]=[CH:7][CH:8]=1.[Li][CH2:28]CCC.IC. Given the product [CH3:28][C:12]1([S:9]([C:5]2[CH:6]=[CH:7][CH:8]=[C:3]([C:2]([F:1])([F:25])[F:26])[CH:4]=2)(=[O:10])=[O:11])[CH2:13][CH2:14][N:15]([C:18]([O:20][C:21]([CH3:22])([CH3:23])[CH3:24])=[O:19])[CH2:16][CH2:17]1, predict the reactants needed to synthesize it. (6) Given the product [CH3:23][O:22][C:20]1[CH:19]=[C:14]([CH:13]=[C:12]([N:11]=[CH:7][C:6]2[CH:5]=[N:4][C:3]([O:2][CH3:1])=[CH:10][CH:9]=2)[CH:21]=1)[O:15][CH2:16][CH2:17][OH:18], predict the reactants needed to synthesize it. The reactants are: [CH3:1][O:2][C:3]1[CH:10]=[CH:9][C:6]([CH:7]=O)=[CH:5][N:4]=1.[NH2:11][C:12]1[CH:13]=[C:14]([CH:19]=[C:20]([O:22][CH3:23])[CH:21]=1)[O:15][CH2:16][CH2:17][OH:18]. (7) Given the product [CH2:1]([O:5][CH2:6][CH2:7][O:8][C:9]1[CH:10]=[CH:11][C:12]([C:15]2[CH:16]=[CH:17][C:18]3[N:24]([C:25](=[O:30])[C:26]([F:28])([F:29])[F:27])[CH2:23][CH2:22][C:21]([C:31]([NH:33][C:34]4[CH:39]=[CH:38][C:37]([CH:40]([OH:48])[C:41]5[CH:46]=[C:45]([CH3:47])[CH:44]=[CH:43][N+:42]=5[O-:60])=[C:36]([O:49][CH3:50])[CH:35]=4)=[O:32])=[CH:20][C:19]=3[CH:51]=2)=[CH:13][CH:14]=1)[CH2:2][CH2:3][CH3:4], predict the reactants needed to synthesize it. The reactants are: [CH2:1]([O:5][CH2:6][CH2:7][O:8][C:9]1[CH:14]=[CH:13][C:12]([C:15]2[CH:16]=[CH:17][C:18]3[N:24]([C:25](=[O:30])[C:26]([F:29])([F:28])[F:27])[CH2:23][CH2:22][C:21]([C:31]([NH:33][C:34]4[CH:39]=[CH:38][C:37]([CH:40]([OH:48])[C:41]5[CH:46]=[C:45]([CH3:47])[CH:44]=[CH:43][N:42]=5)=[C:36]([O:49][CH3:50])[CH:35]=4)=[O:32])=[CH:20][C:19]=3[CH:51]=2)=[CH:11][CH:10]=1)[CH2:2][CH2:3][CH3:4].ClC1C=CC=C(C(OO)=[O:60])C=1.S([O-])([O-])(=O)=S.[Na+].[Na+]. (8) Given the product [CH2:1]([C@H:8]1[C:16]2[C:11](=[CH:12][C:13]([F:28])=[C:14]([CH2:17][NH:18][S:19]([C:22]3[N:23]=[CH:24][N:25]([CH3:27])[CH:26]=3)(=[O:21])=[O:20])[CH:15]=2)[CH2:10][C@H:9]1[NH:29][CH3:30])[C:2]1[CH:3]=[CH:4][CH:5]=[CH:6][CH:7]=1.[CH2:1]([C@@H:8]1[C:16]2[C:11](=[CH:12][C:13]([F:28])=[C:14]([CH2:17][NH:18][S:19]([C:22]3[N:23]=[CH:24][N:25]([CH3:27])[CH:26]=3)(=[O:21])=[O:20])[CH:15]=2)[CH2:10][C@H:9]1[NH:29][CH3:30])[C:2]1[CH:3]=[CH:4][CH:5]=[CH:6][CH:7]=1, predict the reactants needed to synthesize it. The reactants are: [CH2:1]([CH:8]1[C:16]2[C:11](=[CH:12][C:13]([F:28])=[C:14]([CH2:17][NH:18][S:19]([C:22]3[N:23]=[CH:24][N:25]([CH3:27])[CH:26]=3)(=[O:21])=[O:20])[CH:15]=2)[CH2:10][CH:9]1[NH:29][C:30](=O)OCC)[C:2]1[CH:7]=[CH:6][CH:5]=[CH:4][CH:3]=1.[H-].[Al+3].[Li+].[H-].[H-].[H-].[OH-].[K+].O. (9) Given the product [C:14]([C:13]1[C:16]([CH:20]2[CH2:22][CH2:21]2)=[CH:17][CH:18]=[CH:19][C:12]=1[NH:11][S:7]([C:1]1[CH:6]=[CH:5][CH:4]=[CH:3][CH:2]=1)(=[O:9])=[O:8])#[N:15], predict the reactants needed to synthesize it. The reactants are: [C:1]1([S:7](Cl)(=[O:9])=[O:8])[CH:6]=[CH:5][CH:4]=[CH:3][CH:2]=1.[NH2:11][C:12]1[CH:19]=[CH:18][CH:17]=[C:16]([CH:20]2[CH2:22][CH2:21]2)[C:13]=1[C:14]#[N:15].C(N(CC)CC)C.